Dataset: Catalyst prediction with 721,799 reactions and 888 catalyst types from USPTO. Task: Predict which catalyst facilitates the given reaction. Reactant: [N:1]1[CH:6]=[CH:5][CH:4]=[C:3]([NH:7][C:8](=[O:10])[O-])[N:2]=1.[F:11][C:12]1[CH:17]=[CH:16][C:15]([C:18]2[CH:23]=[C:22]([N:24]3[CH2:29][CH2:28][NH:27][CH2:26][CH2:25]3)[N:21]=[CH:20][N:19]=2)=[CH:14][CH:13]=1. Product: [F:11][C:12]1[CH:17]=[CH:16][C:15]([C:18]2[N:19]=[CH:20][N:21]=[C:22]([N:24]3[CH2:25][CH2:26][N:27]([C:8]([NH:7][C:3]4[N:2]=[N:1][CH:6]=[CH:5][CH:4]=4)=[O:10])[CH2:28][CH2:29]3)[CH:23]=2)=[CH:14][CH:13]=1. The catalyst class is: 188.